Regression. Given a peptide amino acid sequence and an MHC pseudo amino acid sequence, predict their binding affinity value. This is MHC class I binding data. From a dataset of Peptide-MHC class I binding affinity with 185,985 pairs from IEDB/IMGT. (1) The peptide sequence is DIETAIRAGY. The MHC is HLA-A31:01 with pseudo-sequence HLA-A31:01. The binding affinity (normalized) is 0.0874. (2) The peptide sequence is YTMDGEYRL. The MHC is HLA-B40:01 with pseudo-sequence HLA-B40:01. The binding affinity (normalized) is 0.0847. (3) The peptide sequence is KFFMVHSLK. The MHC is HLA-A26:01 with pseudo-sequence HLA-A26:01. The binding affinity (normalized) is 0.0847. (4) The peptide sequence is AEMKTDAAT. The MHC is HLA-B08:01 with pseudo-sequence HLA-B08:01. The binding affinity (normalized) is 0.182.